Dataset: Catalyst prediction with 721,799 reactions and 888 catalyst types from USPTO. Task: Predict which catalyst facilitates the given reaction. (1) Reactant: Br[C@@H:2]1[CH2:10][C:9]2[C:4](=[CH:5][CH:6]=[CH:7][CH:8]=2)[C@H:3]1[OH:11].[C:12]1(=[O:22])[NH:16][C:15](=[O:17])[C:14]2=[CH:18][CH:19]=[CH:20][CH:21]=[C:13]12.[K]. Product: [OH:11][C@@H:3]1[C:4]2[C:9](=[CH:8][CH:7]=[CH:6][CH:5]=2)[CH2:10][C@H:2]1[N:16]1[C:15](=[O:17])[C:14]2=[CH:18][CH:19]=[CH:20][CH:21]=[C:13]2[C:12]1=[O:22]. The catalyst class is: 3. (2) The catalyst class is: 59. Reactant: [Cl:1][C:2]1[N:10]=[C:9]([CH3:11])[CH:8]=[CH:7][C:3]=1[C:4]([OH:6])=O.C(Cl)(=O)C(Cl)=O.[F:18][C:19]1[CH:24]=[C:23]([F:25])[CH:22]=[CH:21][C:20]=1[NH2:26].C(N(CC)CC)C. Product: [Cl:1][C:2]1[N:10]=[C:9]([CH3:11])[CH:8]=[CH:7][C:3]=1[C:4]([NH:26][C:20]1[CH:21]=[CH:22][C:23]([F:25])=[CH:24][C:19]=1[F:18])=[O:6]. (3) Reactant: [NH2:1][C:2]1[CH:7]=[CH:6][CH:5]=[CH:4][C:3]=1[NH:8][C:9]1[C:22]([O:23][CH2:24][C:25]2[CH:30]=[CH:29][CH:28]=[CH:27][CH:26]=2)=[CH:21][C:20]2[C@:19]34[CH2:31][CH2:32][N:33]([C:34]([O:36][CH2:37][C:38]5[CH:43]=[CH:42][CH:41]=[CH:40][CH:39]=5)=[O:35])[C@@H:13]([C@@H:14]3[CH2:15][CH2:16][CH2:17][CH2:18]4)[CH2:12][C:11]=2[C:10]=1[Br:44].[CH3:45][S:46](Cl)(=[O:48])=[O:47].O. Product: [CH2:24]([O:23][C:22]1[C:9]([NH:8][C:3]2[CH:4]=[CH:5][CH:6]=[CH:7][C:2]=2[NH:1][S:46]([CH3:45])(=[O:48])=[O:47])=[C:10]([Br:44])[C:11]2[CH2:12][C@H:13]3[N:33]([C:34]([O:36][CH2:37][C:38]4[CH:43]=[CH:42][CH:41]=[CH:40][CH:39]=4)=[O:35])[CH2:32][CH2:31][C@@:19]4([C:20]=2[CH:21]=1)[C@H:14]3[CH2:15][CH2:16][CH2:17][CH2:18]4)[C:25]1[CH:30]=[CH:29][CH:28]=[CH:27][CH:26]=1. The catalyst class is: 2. (4) Reactant: [CH3:1][C:2]1[CH:3]=[C:4]([C:8]2[N:9]=[C:10]([C:20]3[CH:25]=[CH:24][C:23]([S:26][CH3:27])=[CH:22][CH:21]=3)[S:11][C:12]=2[C:13]2[CH:18]=[CH:17][N:16]=[C:15]([CH3:19])[CH:14]=2)[CH:5]=[CH:6][CH:7]=1.S(OOS([O-])(=O)=O)([O-])(=O)=[O:29].[K+].[K+].C(=O)([O-])O.[Na+]. Product: [CH3:1][C:2]1[CH:3]=[C:4]([C:8]2[N:9]=[C:10]([C:20]3[CH:25]=[CH:24][C:23]([S:26]([CH3:27])=[O:29])=[CH:22][CH:21]=3)[S:11][C:12]=2[C:13]2[CH:18]=[CH:17][N:16]=[C:15]([CH3:19])[CH:14]=2)[CH:5]=[CH:6][CH:7]=1. The catalyst class is: 86.